Dataset: Forward reaction prediction with 1.9M reactions from USPTO patents (1976-2016). Task: Predict the product of the given reaction. (1) Given the reactants [CH2:1]([O:3][C:4](=[O:17])[C:5]1[CH:10]=[C:9]([S:11][CH2:12][C:13](=O)[CH3:14])[CH:8]=[C:7]([Br:16])[CH:6]=1)[CH3:2].Cl.[Cl:19][C:20]1[CH:21]=[C:22]([NH:26]N)[CH:23]=[CH:24][CH:25]=1, predict the reaction product. The product is: [CH2:1]([O:3][C:4](=[O:17])[C:5]1[CH:10]=[C:9]([S:11][C:12]2[C:23]3[C:22](=[CH:21][C:20]([Cl:19])=[CH:25][CH:24]=3)[NH:26][C:13]=2[CH3:14])[CH:8]=[C:7]([Br:16])[CH:6]=1)[CH3:2]. (2) Given the reactants [CH2:1]([O:8][C:9]([C:11]1[N:12]([CH:42]([CH3:44])[CH3:43])[C:13]([CH:30]=[CH:31][C:32](=[O:41])[CH2:33][C@@H:34]([OH:40])[CH2:35][C:36]([O:38][CH3:39])=[O:37])=[C:14]([C:23]2[CH:28]=[CH:27][C:26]([F:29])=[CH:25][CH:24]=2)[C:15]=1[C:16]1[CH:21]=[CH:20][C:19]([F:22])=[CH:18][CH:17]=1)=[O:10])[C:2]1[CH:7]=[CH:6][CH:5]=[CH:4][CH:3]=1.C(B(CC)OC)C.[BH4-].[Na+], predict the reaction product. The product is: [CH2:1]([O:8][C:9]([C:11]1[N:12]([CH:42]([CH3:44])[CH3:43])[C:13]([CH:30]=[CH:31][C@H:32]([OH:41])[CH2:33][C@@H:34]([OH:40])[CH2:35][C:36]([O:38][CH3:39])=[O:37])=[C:14]([C:23]2[CH:28]=[CH:27][C:26]([F:29])=[CH:25][CH:24]=2)[C:15]=1[C:16]1[CH:17]=[CH:18][C:19]([F:22])=[CH:20][CH:21]=1)=[O:10])[C:2]1[CH:7]=[CH:6][CH:5]=[CH:4][CH:3]=1. (3) The product is: [C:12]([O:15][C:16](=[O:17])[NH:8][CH2:7][C:3]1[CH:4]=[CH:5][CH:6]=[C:1]([CH2:9][NH2:10])[CH:2]=1)([CH3:14])([CH3:13])[CH3:11]. Given the reactants [C:1]1([CH2:9][NH2:10])[CH:6]=[CH:5][CH:4]=[C:3]([CH2:7][NH2:8])[CH:2]=1.[CH3:11][C:12]([O:15][C:16](O[C:16]([O:15][C:12]([CH3:14])([CH3:13])[CH3:11])=[O:17])=[O:17])([CH3:14])[CH3:13], predict the reaction product. (4) Given the reactants C([O:3][C:4]([C:6]1[N:7]=[C:8]([C:11]2[CH:16]=[CH:15][C:14]([O:17][C:18]([F:21])([F:20])[F:19])=[CH:13][CH:12]=2)[S:9][CH:10]=1)=O)C.[H-].[H-].[H-].[H-].[Li+].[Al+3], predict the reaction product. The product is: [F:21][C:18]([F:19])([F:20])[O:17][C:14]1[CH:15]=[CH:16][C:11]([C:8]2[S:9][CH:10]=[C:6]([CH2:4][OH:3])[N:7]=2)=[CH:12][CH:13]=1. (5) Given the reactants [Cl:1][C:2]1[CH:16]=[CH:15][C:5]([O:6][CH2:7][C:8]([O:10]C(C)(C)C)=[O:9])=[C:4]([C:17]2[CH:18]=[N:19][C:20](S(CCC)(=O)=O)=[N:21][CH:22]=2)[CH:3]=1.[NH:29]1[CH2:34][CH2:33][CH2:32][CH2:31][CH2:30]1, predict the reaction product. The product is: [Cl:1][C:2]1[CH:16]=[CH:15][C:5]([O:6][CH2:7][C:8]([OH:10])=[O:9])=[C:4]([C:17]2[CH:22]=[N:21][C:20]([N:29]3[CH2:34][CH2:33][CH2:32][CH2:31][CH2:30]3)=[N:19][CH:18]=2)[CH:3]=1. (6) Given the reactants [F:1][C:2]1[CH:7]=[C:6]([F:8])[CH:5]=[CH:4][C:3]=1[N:9]=[C:10]=[O:11].[NH2:12][C:13]1[CH:14]=[C:15]([C:20]2[S:24][C:23]([NH:25][C:26](=[O:28])[CH3:27])=[N:22][C:21]=2[CH3:29])[CH:16]=[N:17][C:18]=1[Cl:19], predict the reaction product. The product is: [Cl:19][C:18]1[N:17]=[CH:16][C:15]([C:20]2[S:24][C:23]([NH:25][C:26](=[O:28])[CH3:27])=[N:22][C:21]=2[CH3:29])=[CH:14][C:13]=1[NH:12][C:10]([NH:9][C:3]1[CH:4]=[CH:5][C:6]([F:8])=[CH:7][C:2]=1[F:1])=[O:11]. (7) Given the reactants [Br:1][C:2]1[C:3]([OH:22])=[CH:4][CH:5]=[C:6]2[C:11]=1[C:10]([C:12]#[N:13])=[CH:9][C:8]([C:14]1[CH:19]=[CH:18][C:17]([O:20]C)=[CH:16][CH:15]=1)=[CH:7]2.B(Br)(Br)Br.CC(N(C(C)C)CCNC(C1N=C(NC(C2C(O)=CC(OC)=C(OC)C=2)=O)SC=1)=O)C.Cl, predict the reaction product. The product is: [Br:1][C:2]1[C:3]([OH:22])=[CH:4][CH:5]=[C:6]2[C:11]=1[C:10]([C:12]#[N:13])=[CH:9][C:8]([C:14]1[CH:19]=[CH:18][C:17]([OH:20])=[CH:16][CH:15]=1)=[CH:7]2. (8) Given the reactants [C:1]1([S:7]([N:10]2[C:18]3[C:13](=[CH:14][CH:15]=[CH:16][CH:17]=3)[C:12]([C:19]3[N:20]([S:24]([C:27]4[CH:32]=[CH:31][CH:30]=[CH:29][CH:28]=4)(=[O:26])=[O:25])[CH:21]=[CH:22][N:23]=3)=[CH:11]2)(=[O:9])=[O:8])[CH:6]=[CH:5][CH:4]=[CH:3][CH:2]=1.C([Li])(C)(C)C.CCCCC.[CH3:43][O:44][C:45]1[CH:46]=[C:47]([CH:51]=[C:52]([O:56][CH3:57])[C:53]=1[O:54][CH3:55])[C:48](Cl)=[O:49], predict the reaction product. The product is: [C:27]1([S:24]([N:20]2[CH:21]=[C:22]([C:48]([C:47]3[CH:51]=[C:52]([O:56][CH3:57])[C:53]([O:54][CH3:55])=[C:45]([O:44][CH3:43])[CH:46]=3)=[O:49])[N:23]=[C:19]2[C:12]2[C:13]3[C:18](=[CH:17][CH:16]=[CH:15][CH:14]=3)[N:10]([S:7]([C:1]3[CH:2]=[CH:3][CH:4]=[CH:5][CH:6]=3)(=[O:9])=[O:8])[CH:11]=2)(=[O:25])=[O:26])[CH:28]=[CH:29][CH:30]=[CH:31][CH:32]=1. (9) Given the reactants [C:1]([NH:4][CH2:5][CH2:6][C:7]1[CH:13]2[CH2:14][N:10]([C:11](=[O:23])[N:12]2[O:15]CC2C=CC=CC=2)[CH:9]([C:24]([NH2:26])=[O:25])[CH:8]=1)(=[O:3])[CH3:2].C(NCCC1[C@@H]2CN(C(=O)N2OCC2C=CC=CC=2)[C@H](C(N)=O)C=1)(=O)C, predict the reaction product. The product is: [C:1]([NH:4][CH2:5][CH2:6][C:7]1[C@@H:13]2[CH2:14][N:10]([C:11](=[O:23])[N:12]2[OH:15])[C@H:9]([C:24]([NH2:26])=[O:25])[CH:8]=1)(=[O:3])[CH3:2]. (10) Given the reactants [CH3:1][O:2][C:3](=[O:33])[C:4]1[CH:9]=[CH:8][C:7]([CH2:10][N:11]2[CH:15]=[C:14]([C:16]3[CH:21]=[CH:20][C:19]([Cl:22])=[CH:18][C:17]=3[Cl:23])[N:13]=[C:12]2/[CH:24]=[CH:25]/[C:26]2[CH:31]=[CH:30][C:29](Br)=[CH:28][CH:27]=2)=[CH:6][CH:5]=1.[Cl:34][C:35]1[S:39][C:38](B(O)O)=[CH:37][CH:36]=1, predict the reaction product. The product is: [CH3:1][O:2][C:3](=[O:33])[C:4]1[CH:9]=[CH:8][C:7]([CH2:10][N:11]2[CH:15]=[C:14]([C:16]3[CH:21]=[CH:20][C:19]([Cl:22])=[CH:18][C:17]=3[Cl:23])[N:13]=[C:12]2/[CH:24]=[CH:25]/[C:26]2[CH:31]=[CH:30][C:29]([C:38]3[S:39][C:35]([Cl:34])=[CH:36][CH:37]=3)=[CH:28][CH:27]=2)=[CH:6][CH:5]=1.